The task is: Predict the reaction yield, written as a fraction of the theoretical maximum amount of product (1.0 means a 100% yield; for example, 0.34 means a 34% yield).. This data is from Reaction yield outcomes from USPTO patents with 853,638 reactions. (1) The reactants are [O:1]=[C:2]([NH:8][C:9]1[CH:14]=[CH:13][CH:12]=[C:11]([C:15]([F:18])([F:17])[F:16])[CH:10]=1)[C:3]([O:5]CC)=O.[NH2:19][CH2:20][CH:21]([OH:23])[CH3:22]. The catalyst is C(O)C. The product is [OH:23][CH:21]([CH3:22])[CH2:20][NH:19][C:3](=[O:5])[C:2]([NH:8][C:9]1[CH:14]=[CH:13][CH:12]=[C:11]([C:15]([F:16])([F:17])[F:18])[CH:10]=1)=[O:1]. The yield is 0.990. (2) The catalyst is ClCCl. The reactants are [OH:1][C:2]1[C:7]2[NH:8][CH:9]([CH2:12][NH:13][C:14](=[O:16])[CH3:15])[CH2:10][O:11][C:6]=2[CH:5]=[CH:4][CH:3]=1.C(N(CC)C(C)C)(C)C.[S:26](O[S:26]([C:29]([F:32])([F:31])[F:30])(=[O:28])=[O:27])([C:29]([F:32])([F:31])[F:30])(=[O:28])=[O:27]. The product is [F:30][C:29]([F:32])([F:31])[S:26]([O:1][C:2]1[C:7]2[NH:8][CH:9]([CH2:12][NH:13][C:14](=[O:16])[CH3:15])[CH2:10][O:11][C:6]=2[CH:5]=[CH:4][CH:3]=1)(=[O:28])=[O:27]. The yield is 0.680. (3) The reactants are [Cl:1][C:2]1[CH:3]=[C:4]2[C:12](=[C:13]([NH2:15])[CH:14]=1)[NH:11][C:10]1[CH:9]=[N:8][CH:7]=[CH:6][C:5]2=1.[CH3:16][N:17]1[CH2:22][C:21]([CH3:24])([CH3:23])[O:20][CH2:19][CH:18]1[C:25](O)=[O:26]. The yield is 0.610. The product is [Cl:1][C:2]1[CH:3]=[C:4]2[C:12](=[C:13]([NH:15][C:25]([CH:18]3[CH2:19][O:20][C:21]([CH3:23])([CH3:24])[CH2:22][N:17]3[CH3:16])=[O:26])[CH:14]=1)[NH:11][C:10]1[CH:9]=[N:8][CH:7]=[CH:6][C:5]2=1. No catalyst specified.